Dataset: CYP3A4 substrate classification data from Carbon-Mangels et al.. Task: Regression/Classification. Given a drug SMILES string, predict its absorption, distribution, metabolism, or excretion properties. Task type varies by dataset: regression for continuous measurements (e.g., permeability, clearance, half-life) or binary classification for categorical outcomes (e.g., BBB penetration, CYP inhibition). Dataset: cyp3a4_substrate_carbonmangels. (1) The drug is CC(C)COC[C@@H](CN(Cc1ccccc1)c1ccccc1)N1CCCC1. The result is 1 (substrate). (2) The drug is C=C[C@H]1CN2CC[C@H]1C[C@@H]2[C@H](O)c1ccnc2ccc(OC)cc12. The result is 1 (substrate). (3) The drug is CC[C@@H]1C(=O)OC[C@@H]1Cc1cncn1C. The result is 0 (non-substrate). (4) The compound is OC(c1ccccc1)(c1ccccc1)C1CCNCC1. The result is 0 (non-substrate). (5) The drug is CCc1c(C)[nH]c2c1C(=O)[C@@H](CN1CCOCC1)CC2. The result is 0 (non-substrate).